Dataset: Reaction yield outcomes from USPTO patents with 853,638 reactions. Task: Predict the reaction yield, written as a fraction of the theoretical maximum amount of product (1.0 means a 100% yield; for example, 0.34 means a 34% yield). The reactants are [CH2:1]([O:8][C:9]1[CH:10]=[C:11]2[C:15](=[CH:16][CH:17]=1)[NH:14][CH2:13][CH2:12]2)[C:2]1[CH:7]=[CH:6][CH:5]=[CH:4][CH:3]=1.[C:18]([O:22][C:23](O[C:23]([O:22][C:18]([CH3:21])([CH3:20])[CH3:19])=[O:24])=[O:24])([CH3:21])([CH3:20])[CH3:19]. The catalyst is C(Cl)Cl. The product is [C:18]([O:22][C:23]([N:14]1[C:15]2[C:11](=[CH:10][C:9]([O:8][CH2:1][C:2]3[CH:3]=[CH:4][CH:5]=[CH:6][CH:7]=3)=[CH:17][CH:16]=2)[CH2:12][CH2:13]1)=[O:24])([CH3:21])([CH3:20])[CH3:19]. The yield is 0.710.